Dataset: Drug-target binding data from BindingDB patent sources. Task: Regression. Given a target protein amino acid sequence and a drug SMILES string, predict the binding affinity score between them. We predict pAffinity (pAffinity = -log10(affinity in M)). Dataset: bindingdb_patent. The small molecule is CC(N(C)c1cc(F)cc(F)c1)c1cc(cc2c1oc(cc2=O)N1CCOCC1)C(=O)N1CCC(O)CC1. The target protein (P42338) has sequence MCFSFIMPPAMADILDIWAVDSQIASDGSIPVDFLLPTGIYIQLEVPREATISYIKQMLWKQVHNYPMFNLLMDIDSYMFACVNQTAVYEELEDETRRLCDVRPFLPVLKLVTRSCDPGEKLDSKIGVLIGKGLHEFDSLKDPEVNEFRRKMRKFSEEKILSLVGLSWMDWLKQTYPPEHEPSIPENLEDKLYGGKLIVAVHFENCQDVFSFQVSPNMNPIKVNELAIQKRLTIHGKEDEVSPYDYVLQVSGRVEYVFGDHPLIQFQYIRNCVMNRALPHFILVECCKIKKMYEQEMIAIEAAINRNSSNLPLPLPPKKTRIISHVWENNNPFQIVLVKGNKLNTEETVKVHVRAGLFHGTELLCKTIVSSEVSGKNDHIWNEPLEFDINICDLPRMARLCFAVYAVLDKVKTKKSTKTINPSKYQTIRKAGKVHYPVAWVNTMVFDFKGQLRTGDIILHSWSSFPDELEEMLNPMGTVQTNPYTENATALHVKFPENKK.... The pAffinity is 5.4.